From a dataset of Reaction yield outcomes from USPTO patents with 853,638 reactions. Predict the reaction yield, written as a fraction of the theoretical maximum amount of product (1.0 means a 100% yield; for example, 0.34 means a 34% yield). (1) The reactants are [F:1][C:2]([F:7])([F:6])[C:3]([OH:5])=[O:4].FC(F)(F)C(O)=O.[Cl:15][C:16]1[CH:17]=[N:18][C:19]2[NH:20][C:21]3[CH:22]=[CH:23][CH:24]=[C:25]([CH:47]=3)[CH2:26][CH2:27][C:28]3[CH:36]=[C:32]([NH:33][C:34]=1[N:35]=2)[CH:31]=[CH:30][C:29]=3[NH:37][C:38](=[O:46])[CH2:39][C@@H:40]1[CH2:45][CH2:44][CH2:43][NH:42][CH2:41]1.[C:48]1([N:54]=[C:55]=[O:56])[CH:53]=[CH:52][CH:51]=[CH:50][CH:49]=1. No catalyst specified. The product is [F:1][C:2]([F:7])([F:6])[C:3]([OH:5])=[O:4].[Cl:15][C:16]1[CH:17]=[N:18][C:19]2[NH:20][C:21]3[CH:22]=[CH:23][CH:24]=[C:25]([CH:47]=3)[CH2:26][CH2:27][C:28]3[CH:36]=[C:32]([NH:33][C:34]=1[N:35]=2)[CH:31]=[CH:30][C:29]=3[NH:37][C:38](=[O:46])[CH2:39][C@@H:40]1[CH2:45][CH2:44][CH2:43][N:42]([C:55]([NH:54][C:48]2[CH:53]=[CH:52][CH:51]=[CH:50][CH:49]=2)=[O:56])[CH2:41]1. The yield is 0.400. (2) The reactants are [Br:1][C:2]1[CH:7]=[C:6]([O:8][CH3:9])[CH:5]=[C:4]([N+:10]([O-])=O)[C:3]=1[OH:13]. The catalyst is CCOC(C)=O.[Ni]. The product is [NH2:10][C:4]1[CH:5]=[C:6]([O:8][CH3:9])[CH:7]=[C:2]([Br:1])[C:3]=1[OH:13]. The yield is 0.960. (3) The reactants are [F:1][C:2]1[CH:15]=[CH:14][C:5]([O:6][C:7]2[CH:13]=[CH:12][C:10]([NH2:11])=[CH:9][CH:8]=2)=[C:4]([CH3:16])[CH:3]=1.C(OC([N:24]1[CH2:28][C@H:27]([CH2:29][C:30]2[CH:35]=[CH:34][C:33]([F:36])=[CH:32][CH:31]=2)[CH2:26][C@H:25]1[C:37](O)=[O:38])=O)(C)(C)C. No catalyst specified. The product is [F:1][C:2]1[CH:15]=[CH:14][C:5]([O:6][C:7]2[CH:13]=[CH:12][C:10]([NH:11][C:37]([C@@H:25]3[CH2:26][C@@H:27]([CH2:29][C:30]4[CH:31]=[CH:32][C:33]([F:36])=[CH:34][CH:35]=4)[CH2:28][NH:24]3)=[O:38])=[CH:9][CH:8]=2)=[C:4]([CH3:16])[CH:3]=1. The yield is 0.930. (4) The reactants are Br[C:2]1[CH:7]=[CH:6][CH:5]=[C:4]([Br:8])[CH:3]=1.C([Li])CCC.[O:14]1[CH:18]=[CH:17][C:16]([C:19]#[N:20])=[CH:15]1.[BH4-].[Na+].[Cl-].[NH4+]. The catalyst is C(OCC)C.CO. The product is [Br:8][C:4]1[CH:3]=[C:2]([CH:19]([C:16]2[CH:17]=[CH:18][O:14][CH:15]=2)[NH2:20])[CH:7]=[CH:6][CH:5]=1. The yield is 0.200. (5) The reactants are [CH2:1]([C:4]1[N:8]([CH2:9][C:10]2[CH:28]=[CH:27][C:13]3/[C:14](=[CH:23]/[C:24](O)=[O:25])/[C:15]4[CH:22]=[CH:21][CH:20]=[CH:19][C:16]=4[CH2:17][CH2:18][C:12]=3[CH:11]=2)[C:7]2[CH:29]=[CH:30][CH:31]=[CH:32][C:6]=2[N:5]=1)[CH2:2][CH3:3].[CH3:33][S:34]([NH2:37])(=[O:36])=[O:35].C1CCN2C(=NCCC2)CC1.C(O)(=O)CC(CC(O)=O)(C(O)=O)O. The catalyst is CN(C=O)C.O. The product is [CH2:1]([C:4]1[N:8]([CH2:9][C:10]2[CH:28]=[CH:27][C:13]3/[C:14](=[CH:23]/[C:24]([NH:37][S:34]([CH3:33])(=[O:36])=[O:35])=[O:25])/[C:15]4[CH:22]=[CH:21][CH:20]=[CH:19][C:16]=4[CH2:17][CH2:18][C:12]=3[CH:11]=2)[C:7]2[CH:29]=[CH:30][CH:31]=[CH:32][C:6]=2[N:5]=1)[CH2:2][CH3:3]. The yield is 0.410. (6) The reactants are [CH2:1]([N:5]1[C:13]2[N:12]=[C:11]([Cl:14])[N:10]([CH2:15][CH:16]=[CH2:17])[C:9]=2[C:8](=[O:18])[NH:7][C:6]1=[O:19])[CH2:2][CH2:3][CH3:4].[NH:20]1[CH:24]=[C:23]([CH2:25][CH2:26][CH2:27]O)[N:22]=[CH:21]1.C1C=CC(P(C2C=CC=CC=2)C2C=CC=CC=2)=CC=1.C1C=CC(COC(/N=N/C(OCC2C=CC=CC=2)=O)=O)=CC=1. The catalyst is C1COCC1. The product is [CH2:1]([N:5]1[C:13]2[N:12]=[C:11]([Cl:14])[N:10]([CH2:15][CH:16]=[CH2:17])[C:9]=2[C:8](=[O:18])[N:7]([CH2:27][CH2:26][CH2:25][C:23]2[N:22]=[CH:21][NH:20][CH:24]=2)[C:6]1=[O:19])[CH2:2][CH2:3][CH3:4]. The yield is 0.550. (7) The reactants are C[O:2][C:3]([C:5]1[CH:6]=[C:7]([CH:33]=[CH:34][CH:35]=1)[CH2:8][N:9]1[C:13](=[O:14])[C:12]2([CH2:19][CH2:18][N:17]([C:20]([O:22][C:23]([CH3:26])([CH3:25])[CH3:24])=[O:21])[CH2:16][CH2:15]2)[N:11]([C:27]2[CH:32]=[CH:31][CH:30]=[CH:29][CH:28]=2)[CH2:10]1)=[O:4].O.[OH-].[Li+]. The catalyst is CO.O. The product is [C:23]([O:22][C:20]([N:17]1[CH2:18][CH2:19][C:12]2([N:11]([C:27]3[CH:32]=[CH:31][CH:30]=[CH:29][CH:28]=3)[CH2:10][N:9]([CH2:8][C:7]3[CH:6]=[C:5]([CH:35]=[CH:34][CH:33]=3)[C:3]([OH:4])=[O:2])[C:13]2=[O:14])[CH2:15][CH2:16]1)=[O:21])([CH3:26])([CH3:24])[CH3:25]. The yield is 0.970.